Task: Predict the reaction yield, written as a fraction of the theoretical maximum amount of product (1.0 means a 100% yield; for example, 0.34 means a 34% yield).. Dataset: Reaction yield outcomes from USPTO patents with 853,638 reactions (1) The reactants are CO.[NH2:3][CH:4]([CH2:8][S:9][CH2:10][C:11]1[CH:16]=[CH:15][CH:14]=[CH:13][CH:12]=1)[C:5]([OH:7])=[O:6].[CH3:17][Si](C=[N+]=[N-])(C)C. The catalyst is CCCCCC. The product is [NH2:3][CH:4]([CH2:8][S:9][CH2:10][C:11]1[CH:16]=[CH:15][CH:14]=[CH:13][CH:12]=1)[C:5]([O:7][CH3:17])=[O:6]. The yield is 0.450. (2) The yield is 0.0700. The reactants are [NH2:1][C:2]([C:4]1[CH:5]=[N:6][C:7]2[C:12]([C:13]=1[NH:14][C:15]1[CH:16]=[C:17]([CH:23]=[CH:24][CH:25]=1)[C:18]([O:20][CH2:21][CH3:22])=[O:19])=[CH:11][CH:10]=[C:9](Br)[CH:8]=2)=[O:3].[CH2:27]([O:34][C:35]1[N:40]=[C:39]([O:41][CH2:42][C:43]2[CH:48]=[CH:47][CH:46]=[CH:45][CH:44]=2)[C:38](B(O)O)=[CH:37][N:36]=1)[C:28]1[CH:33]=[CH:32][CH:31]=[CH:30][CH:29]=1.C(=O)(O)[O-].[Na+]. The catalyst is O1CCOCC1.C(OCC)(=O)C.C1C=CC([P]([Pd]([P](C2C=CC=CC=2)(C2C=CC=CC=2)C2C=CC=CC=2)([P](C2C=CC=CC=2)(C2C=CC=CC=2)C2C=CC=CC=2)[P](C2C=CC=CC=2)(C2C=CC=CC=2)C2C=CC=CC=2)(C2C=CC=CC=2)C2C=CC=CC=2)=CC=1. The product is [NH2:1][C:2]([C:4]1[CH:5]=[N:6][C:7]2[C:12]([C:13]=1[NH:14][C:15]1[CH:16]=[C:17]([CH:23]=[CH:24][CH:25]=1)[C:18]([O:20][CH2:21][CH3:22])=[O:19])=[CH:11][CH:10]=[C:9]([C:38]1[C:39]([O:41][CH2:42][C:43]3[CH:44]=[CH:45][CH:46]=[CH:47][CH:48]=3)=[N:40][C:35]([O:34][CH2:27][C:28]3[CH:33]=[CH:32][CH:31]=[CH:30][CH:29]=3)=[N:36][CH:37]=1)[CH:8]=2)=[O:3]. (3) The catalyst is CS(C)=O.O.[Cl-].[Na+].O. The product is [Br:20][C:17]1[CH:18]=[C:19]2[C:14](=[CH:15][CH:16]=1)[C:8]1([CH2:9][CH2:10][O:11][CH2:12][CH2:13]1)[CH:7]=[C:6]2[C:4](=[O:3])[CH3:5]. The yield is 0.430. The reactants are [N+]([O-])([O:3][CH:4]([C:6]1[C:19]2[C:14](=[CH:15][CH:16]=[C:17]([Br:20])[CH:18]=2)[C:8]2([CH2:13][CH2:12][O:11][CH2:10][CH2:9]2)[CH:7]=1)[CH3:5])=O.CC([O-])=O.[Na+]. (4) The reactants are [CH:1]1([CH2:4][C@H:5]([NH:12]C(=O)OC(C)(C)C)[CH2:6][O:7][CH2:8][CH2:9][O:10][CH3:11])[CH2:3][CH2:2]1. The catalyst is Cl.C(OCC)(=O)C.O. The product is [CH:1]1([CH2:4][C@H:5]([NH2:12])[CH2:6][O:7][CH2:8][CH2:9][O:10][CH3:11])[CH2:3][CH2:2]1. The yield is 0.110. (5) The reactants are FC(F)(F)C([N:5]1[CH2:13][C:12]2[C:7](=[CH:8][CH:9]=[C:10]([N+:14]([O-:16])=[O:15])[CH:11]=2)[CH2:6]1)=O.C([O-])([O-])=O.[K+].[K+]. The catalyst is CO.O. The product is [N+:14]([C:10]1[CH:11]=[C:12]2[C:7](=[CH:8][CH:9]=1)[CH2:6][NH:5][CH2:13]2)([O-:16])=[O:15]. The yield is 0.792. (6) The reactants are Br[C:2]1[C:3]([F:19])=[CH:4][C:5]2[O:11][CH2:10][CH2:9][N:8]3[CH:12]=[C:13]([C:15]([NH2:17])=[O:16])[N:14]=[C:7]3[C:6]=2[CH:18]=1.[Cl:20][C:21]1[CH:22]=[CH:23][C:24]([C:27]([OH:31])([C:29]#[CH:30])[CH3:28])=[N:25][CH:26]=1. No catalyst specified. The product is [Cl:20][C:21]1[CH:22]=[CH:23][C:24]([C:27]([OH:31])([CH3:28])[C:29]#[C:30][C:2]2[C:3]([F:19])=[CH:4][C:5]3[O:11][CH2:10][CH2:9][N:8]4[CH:12]=[C:13]([C:15]([NH2:17])=[O:16])[N:14]=[C:7]4[C:6]=3[CH:18]=2)=[N:25][CH:26]=1. The yield is 0.280. (7) The reactants are [N:1]1[CH:2]=[C:3]([CH:10]2[CH2:15][CH2:14][N:13]([C:16]([O:18][C:19]([CH3:22])([CH3:21])[CH3:20])=[O:17])[CH2:12][CH2:11]2)[N:4]2[CH:9]=[CH:8][N:7]=[CH:6][C:5]=12.[C:23](OC(=O)C)(=[O:25])[CH3:24]. The catalyst is C(OCC)(=O)C.[C].[Pd]. The product is [C:23]([N:7]1[CH2:8][CH2:9][N:4]2[C:3]([CH:10]3[CH2:15][CH2:14][N:13]([C:16]([O:18][C:19]([CH3:22])([CH3:21])[CH3:20])=[O:17])[CH2:12][CH2:11]3)=[CH:2][N:1]=[C:5]2[CH2:6]1)(=[O:25])[CH3:24]. The yield is 0.410. (8) The reactants are [CH:1]([CH:3]([CH:9]=O)[C:4]([O:6][CH2:7][CH3:8])=[O:5])=O.[OH:11][CH2:12][CH2:13][NH:14][NH2:15]. The catalyst is C(O)C. The product is [OH:11][CH2:12][CH2:13][N:14]1[CH:1]=[C:3]([C:4]([O:6][CH2:7][CH3:8])=[O:5])[CH:9]=[N:15]1. The yield is 0.950.